From a dataset of NCI-60 drug combinations with 297,098 pairs across 59 cell lines. Regression. Given two drug SMILES strings and cell line genomic features, predict the synergy score measuring deviation from expected non-interaction effect. Drug 1: CC1=C(C(CCC1)(C)C)C=CC(=CC=CC(=CC(=O)O)C)C. Drug 2: C1=CC=C(C(=C1)C(C2=CC=C(C=C2)Cl)C(Cl)Cl)Cl. Cell line: OVCAR-4. Synergy scores: CSS=6.63, Synergy_ZIP=-2.70, Synergy_Bliss=-1.73, Synergy_Loewe=-4.34, Synergy_HSA=-1.73.